From a dataset of NCI-60 drug combinations with 297,098 pairs across 59 cell lines. Regression. Given two drug SMILES strings and cell line genomic features, predict the synergy score measuring deviation from expected non-interaction effect. (1) Drug 1: C#CCC(CC1=CN=C2C(=N1)C(=NC(=N2)N)N)C3=CC=C(C=C3)C(=O)NC(CCC(=O)O)C(=O)O. Drug 2: C1CN(P(=O)(OC1)NCCCl)CCCl. Cell line: SF-539. Synergy scores: CSS=1.77, Synergy_ZIP=1.19, Synergy_Bliss=4.90, Synergy_Loewe=-2.69, Synergy_HSA=0.582. (2) Drug 1: C1CCC(C1)C(CC#N)N2C=C(C=N2)C3=C4C=CNC4=NC=N3. Drug 2: C#CCC(CC1=CN=C2C(=N1)C(=NC(=N2)N)N)C3=CC=C(C=C3)C(=O)NC(CCC(=O)O)C(=O)O. Cell line: K-562. Synergy scores: CSS=28.2, Synergy_ZIP=0.427, Synergy_Bliss=-2.84, Synergy_Loewe=-41.0, Synergy_HSA=-4.50.